Dataset: Catalyst prediction with 721,799 reactions and 888 catalyst types from USPTO. Task: Predict which catalyst facilitates the given reaction. (1) Reactant: ClC(Cl)(O[C:5](=[O:11])OC(Cl)(Cl)Cl)Cl.[CH3:13][O:14][C:15]1[CH:20]=[CH:19][C:18]([C:21]2[N:22]=[C:23]([CH:34]3[CH2:39][CH2:38][NH:37][CH2:36][CH2:35]3)[O:24][C:25]=2[C:26]2[CH:31]=[CH:30][C:29]([O:32][CH3:33])=[CH:28][CH:27]=2)=[CH:17][CH:16]=1.C(N(CC)CC)C.Cl.[CH:48]1([NH:54][OH:55])[CH2:53][CH2:52][CH2:51][CH2:50][CH2:49]1.[Cl-].[NH4+]. Product: [CH3:13][O:14][C:15]1[CH:20]=[CH:19][C:18]([C:21]2[N:22]=[C:23]([CH:34]3[CH2:39][CH2:38][N:37]([C:5](=[O:11])[N:54]([CH:48]4[CH2:53][CH2:52][CH2:51][CH2:50][CH2:49]4)[OH:55])[CH2:36][CH2:35]3)[O:24][C:25]=2[C:26]2[CH:31]=[CH:30][C:29]([O:32][CH3:33])=[CH:28][CH:27]=2)=[CH:17][CH:16]=1. The catalyst class is: 46. (2) Reactant: I[C:2]1[CH:7]=[C:6]([C:8]2[CH2:12][CH2:11][CH2:10][CH:9]=2)[CH:5]=[CH:4][N:3]=1.[Li]CCCC.[CH2:18]([Sn:22]([CH2:28][CH2:29][CH2:30][CH3:31])([CH2:24][CH2:25][CH2:26][CH3:27])Cl)[CH2:19][CH2:20][CH3:21]. Product: [C:8]1([C:6]2[CH:5]=[CH:4][N:3]=[C:2]([Sn:22]([CH2:24][CH2:25][CH2:26][CH3:27])([CH2:28][CH2:29][CH2:30][CH3:31])[CH2:18][CH2:19][CH2:20][CH3:21])[CH:7]=2)[CH2:12][CH2:11][CH2:10][CH:9]=1. The catalyst class is: 1. (3) Reactant: C(OC([NH:8][S:9]([CH:12]1[NH:17][CH2:16][C:15]2[S:18][C:19]([C:21]([N:23]3[CH2:28][CH2:27][N:26]([S:29]([C:32]4[NH:33][C:34]5[C:39]([CH:40]=4)=[CH:38][C:37]([Cl:41])=[CH:36][CH:35]=5)(=[O:31])=[O:30])[CH2:25][CH:24]3[CH2:42][C:43]([N:45]3[CH2:50][CH2:49][O:48][CH2:47][CH2:46]3)=[O:44])=[O:22])=[N:20][C:14]=2[CH2:13]1)(=[O:11])=[O:10])=O)(C)(C)C.FC(F)(F)C(O)=O.C(OCC)C. Product: [NH2:8][S:9]([CH:12]1[NH:17][CH2:16][C:15]2[S:18][C:19]([C:21]([N:23]3[CH2:28][CH2:27][N:26]([S:29]([C:32]4[NH:33][C:34]5[C:39]([CH:40]=4)=[CH:38][C:37]([Cl:41])=[CH:36][CH:35]=5)(=[O:31])=[O:30])[CH2:25][CH:24]3[CH2:42][C:43]([N:45]3[CH2:46][CH2:47][O:48][CH2:49][CH2:50]3)=[O:44])=[O:22])=[N:20][C:14]=2[CH2:13]1)(=[O:10])=[O:11]. The catalyst class is: 2. (4) Reactant: [C:1](OC(=O)C)(=[O:3])[CH3:2].[C:8]1(/[CH:14]=[CH:15]/[C:16]([O:18][CH:19]2[C:36]([CH3:38])([CH3:37])[O:35][C:34]3[C:21](=[C:22]4[C:31](=[C:32]([O:39][CH3:40])[CH:33]=3)[C:30](=[O:41])[C:29]3[C:24](=[CH:25][CH:26]=[C:27]5[CH:45]=[CH:44][CH:43]=[CH:42][C:28]5=3)[N:23]4[CH3:46])[CH:20]2[OH:47])=[O:17])[CH:13]=[CH:12][CH:11]=[CH:10][CH:9]=1. Product: [C:8]1(/[CH:14]=[CH:15]/[C:16]([O:18][CH:19]2[C:36]([CH3:38])([CH3:37])[O:35][C:34]3[C:21](=[C:22]4[C:31](=[C:32]([O:39][CH3:40])[CH:33]=3)[C:30](=[O:41])[C:29]3[C:24](=[CH:25][CH:26]=[C:27]5[CH:45]=[CH:44][CH:43]=[CH:42][C:28]5=3)[N:23]4[CH3:46])[CH:20]2[O:47][C:1](=[O:3])[CH3:2])=[O:17])[CH:9]=[CH:10][CH:11]=[CH:12][CH:13]=1. The catalyst class is: 17. (5) Reactant: [CH3:1][C:2]1([CH3:22])[C@@H:5]([C:6]([N:8]2[CH2:13][CH2:12][O:11][CH2:10][CH2:9]2)=[O:7])[CH2:4][C@H:3]1[NH:14]C(=O)OC(C)(C)C.CCN(CC)CC. Product: [NH2:14][C@@H:3]1[CH2:4][C@H:5]([C:6]([N:8]2[CH2:13][CH2:12][O:11][CH2:10][CH2:9]2)=[O:7])[C:2]1([CH3:22])[CH3:1]. The catalyst class is: 137. (6) Reactant: [C:1]1([C@H:13]2[CH2:18][CH2:17][C@H:16]([CH2:19][NH2:20])[CH2:15][CH2:14]2)[N:2]=[N:3][N:4]2[C:9]=1[C:8]1[CH:10]=[CH:11][NH:12][C:7]=1[N:6]=[CH:5]2.[C:21]([CH2:23][C:24](O)=[O:25])#[N:22].F[P-](F)(F)(F)(F)F.N1(OC(N(C)C)=[N+](C)C)C2N=CC=CC=2N=N1.C(N(CC)C(C)C)(C)C. Product: [C:1]1([C@H:13]2[CH2:14][CH2:15][C@H:16]([CH2:19][NH:20][C:24](=[O:25])[CH2:23][C:21]#[N:22])[CH2:17][CH2:18]2)[N:2]=[N:3][N:4]2[C:9]=1[C:8]1[CH:10]=[CH:11][NH:12][C:7]=1[N:6]=[CH:5]2. The catalyst class is: 35. (7) Reactant: [CH3:1][O:2][C:3]1[CH:4]=[C:5]([CH2:20][C:21]([O:23]C(C)(C)C)=[O:22])[CH:6]=[CH:7][C:8]=1[NH:9][C:10]([NH:12][C:13]1[CH:18]=[CH:17][CH:16]=[CH:15][C:14]=1[CH3:19])=[O:11]. Product: [CH3:1][O:2][C:3]1[CH:4]=[C:5]([CH2:20][C:21]([OH:23])=[O:22])[CH:6]=[CH:7][C:8]=1[NH:9][C:10]([NH:12][C:13]1[CH:18]=[CH:17][CH:16]=[CH:15][C:14]=1[CH3:19])=[O:11]. The catalyst class is: 55.